From a dataset of Full USPTO retrosynthesis dataset with 1.9M reactions from patents (1976-2016). Predict the reactants needed to synthesize the given product. (1) The reactants are: [CH3:1][O:2][C:3]1[CH:4]=[C:5]2[O:25][C:24]([CH3:27])([CH3:26])[CH:23]=[CH:22][C:6]2=[C:7]2[C:16]=1[C:15](=[O:17])[C:14]1[CH:13]=[C:12]3[CH:18]=[CH:19][CH:20]=[CH:21][C:11]3=[CH:10][C:9]=1[NH:8]2.[OH2:28].C[N+]1([O-])CC[O:33]CC1.OS([O-])=O.[Na+]. Given the product [OH:28][CH:23]1[C:24]([CH3:27])([CH3:26])[O:25][C:5]2[C:6](=[C:7]3[C:16](=[C:3]([O:2][CH3:1])[CH:4]=2)[C:15](=[O:17])[C:14]2[CH:13]=[C:12]4[CH:18]=[CH:19][CH:20]=[CH:21][C:11]4=[CH:10][C:9]=2[NH:8]3)[C:22]1=[O:33], predict the reactants needed to synthesize it. (2) The reactants are: [CH:1](=O)[C:2]1[O:6][CH:5]=[CH:4][CH:3]=1.[Br:8][C:9]1[CH:16]=[CH:15][C:12]([CH2:13]Br)=[CH:11][CH:10]=1.C1([SiH2]C2C=CC=CC=2)C=CC=CC=1.CCN(C(C)C)C(C)C. Given the product [Br:8][C:9]1[CH:16]=[CH:15][C:12]([CH:13]=[CH:1][C:2]2[O:6][CH:5]=[CH:4][CH:3]=2)=[CH:11][CH:10]=1, predict the reactants needed to synthesize it. (3) Given the product [CH2:1]([O:3][C:4](=[O:25])[CH2:5][CH:6]1[O:10][B:9]([OH:11])[C:8]2[CH:12]=[C:13]([O:24][C:33]3[CH:38]=[N:37][CH:36]=[CH:35][N:34]=3)[CH:14]=[C:15]([O:16][CH2:17][C:18]3[CH:23]=[CH:22][CH:21]=[CH:20][CH:19]=3)[C:7]1=2)[CH3:2], predict the reactants needed to synthesize it. The reactants are: [CH2:1]([O:3][C:4](=[O:25])[CH2:5][CH:6]1[O:10][B:9]([OH:11])[C:8]2[CH:12]=[C:13]([OH:24])[CH:14]=[C:15]([O:16][CH2:17][C:18]3[CH:23]=[CH:22][CH:21]=[CH:20][CH:19]=3)[C:7]1=2)[CH3:2].C([O-])([O-])=O.[Cs+].[Cs+].Cl[C:33]1[CH:38]=[N:37][CH:36]=[CH:35][N:34]=1. (4) Given the product [Br:30][CH2:2][CH2:3][N:4]1[CH2:8][CH2:7][CH2:6][C:5]1=[O:9], predict the reactants needed to synthesize it. The reactants are: O[CH2:2][CH2:3][N:4]1[CH2:8][CH2:7][CH2:6][C:5]1=[O:9].C1C=CC(P(C2C=CC=CC=2)C2C=CC=CC=2)=CC=1.C(Br)(Br)(Br)[Br:30].